Dataset: Peptide-MHC class II binding affinity with 134,281 pairs from IEDB. Task: Regression. Given a peptide amino acid sequence and an MHC pseudo amino acid sequence, predict their binding affinity value. This is MHC class II binding data. (1) The peptide sequence is IKGTAPFETHANRIV. The MHC is DRB4_0101 with pseudo-sequence DRB4_0103. The binding affinity (normalized) is 0.132. (2) The peptide sequence is QLPEDIEQMANGIAL. The MHC is DRB1_1302 with pseudo-sequence DRB1_1302. The binding affinity (normalized) is 0.599.